This data is from Reaction yield outcomes from USPTO patents with 853,638 reactions. The task is: Predict the reaction yield, written as a fraction of the theoretical maximum amount of product (1.0 means a 100% yield; for example, 0.34 means a 34% yield). (1) The reactants are [C:1]([O:5][C:6](=[O:24])[CH2:7][CH2:8][CH2:9][CH2:10][CH2:11][CH2:12][CH2:13][CH2:14][CH2:15][CH2:16][CH2:17][CH2:18][CH2:19][CH2:20][C:21]([OH:23])=O)([CH3:4])([CH3:3])[CH3:2].ON1C2N=CC=CC=2N=N1.C(N(C(C)C)CC)(C)C.[C:44]([O:48][C:49]([CH2:51][CH2:52][NH:53][CH2:54][C:55]1[CH:63]=[CH:62][C:58]([C:59]([OH:61])=[O:60])=[CH:57][CH:56]=1)=[O:50])([CH3:47])([CH3:46])[CH3:45]. The catalyst is C(OCC)(=O)C. The product is [C:44]([O:48][C:49]([CH2:51][CH2:52][N:53]([CH2:54][C:55]1[CH:63]=[CH:62][C:58]([C:59]([OH:61])=[O:60])=[CH:57][CH:56]=1)[C:21](=[O:23])[CH2:20][CH2:19][CH2:18][CH2:17][CH2:16][CH2:15][CH2:14][CH2:13][CH2:12][CH2:11][CH2:10][CH2:9][CH2:8][CH2:7][C:6]([O:5][C:1]([CH3:2])([CH3:3])[CH3:4])=[O:24])=[O:50])([CH3:47])([CH3:45])[CH3:46]. The yield is 0.270. (2) The reactants are [OH:1][C:2]1[CH:3]=[C:4]2[C:8](=[CH:9][CH:10]=1)[NH:7][C:6]([C:11]([O:13][CH2:14][CH3:15])=[O:12])=[CH:5]2.[C:16](OC(=O)C)(=[O:18])[CH3:17]. The catalyst is CN(C)C1C=CN=CC=1. The product is [C:16]([O:1][C:2]1[CH:3]=[C:4]2[C:8](=[CH:9][CH:10]=1)[NH:7][C:6]([C:11]([O:13][CH2:14][CH3:15])=[O:12])=[CH:5]2)(=[O:18])[CH3:17]. The yield is 1.00. (3) The reactants are [NH2:1][C:2]1[CH:43]=[CH:42][C:5]([C:6]([NH:8][C:9]23[CH2:15][C:13]([NH:16][C:17]4[N:22]=[C:21]([C:23]5[C:31]6[C:26](=[CH:27][CH:28]=[CH:29][CH:30]=6)[N:25](S(C6C=CC=CC=6)(=O)=O)[CH:24]=5)[C:20]([Cl:41])=[CH:19][N:18]=4)([CH2:14]2)[CH2:12][CH2:11][CH2:10]3)=[O:7])=[CH:4][CH:3]=1.C(O)(C(F)(F)F)=O.[OH-].[Na+]. The catalyst is O1CCOCC1. The product is [NH2:1][C:2]1[CH:43]=[CH:42][C:5]([C:6]([NH:8][C:9]23[CH2:14][C:13]([NH:16][C:17]4[N:22]=[C:21]([C:23]5[C:31]6[C:26](=[CH:27][CH:28]=[CH:29][CH:30]=6)[NH:25][CH:24]=5)[C:20]([Cl:41])=[CH:19][N:18]=4)([CH2:15]2)[CH2:12][CH2:11][CH2:10]3)=[O:7])=[CH:4][CH:3]=1. The yield is 1.00. (4) The reactants are [OH:1][C@H:2]1[CH2:23][CH2:22][C@@:21]2([CH3:24])[C@@H:4]([CH2:5][CH2:6][C@:7]3([CH3:34])[C:20]2=[CH:19][C:18](=[O:25])[C@@:17]2([OH:26])[C@@:8]3([CH3:33])[CH2:9][CH2:10][C@:11]3([CH3:32])[C@H:16]2[CH2:15][C@@:14]([CH3:31])([C:27]([O:29][CH3:30])=[O:28])[CH2:13][CH2:12]3)[C:3]1([CH3:36])[CH3:35].C(=O)([O-])O.[Na+].CC(OI1(OC(C)=O)(OC(C)=O)OC(=O)C2C=CC=CC1=2)=O.O. The catalyst is ClCCl. The product is [OH:26][C@@:17]12[C@H:16]3[C@:11]([CH3:32])([CH2:12][CH2:13][C@:14]([CH3:31])([C:27]([O:29][CH3:30])=[O:28])[CH2:15]3)[CH2:10][CH2:9][C@@:8]1([CH3:33])[C@@:7]1([CH3:34])[C:20]([C@:21]3([CH3:24])[C@@H:4]([CH2:5][CH2:6]1)[C:3]([CH3:36])([CH3:35])[C:2](=[O:1])[CH2:23][CH2:22]3)=[CH:19][C:18]2=[O:25]. The yield is 0.830. (5) The reactants are Cl.[Cl:2][C:3]1[CH:8]=[C:7]([Cl:9])[CH:6]=[CH:5][C:4]=1[C:10]1[NH:14][C:13]([CH:15]2[CH2:20][CH2:19][N:18]([C:21]3[N:26]=[CH:25][N:24]=[C:23]4[NH:27][N:28]=[CH:29][C:22]=34)[CH2:17][CH2:16]2)=[N:12][CH:11]=1. The catalyst is CO. The product is [ClH:2].[Cl:2][C:3]1[CH:8]=[C:7]([Cl:9])[CH:6]=[CH:5][C:4]=1[C:10]1[NH:14][C:13]([CH:15]2[CH2:20][CH2:19][N:18]([C:21]3[N:26]=[CH:25][N:24]=[C:23]4[NH:27][N:28]=[CH:29][C:22]=34)[CH2:17][CH2:16]2)=[N:12][CH:11]=1. The yield is 0.650. (6) The reactants are ClC(N(C)C)=C(C)C.[CH3:9][O:10][C:11]1[CH:19]=[CH:18][C:14]([C:15]([OH:17])=O)=[CH:13][CH:12]=1.[NH2:20][C:21]1[N:25](C(OC(C)(C)C)=O)[N:24]=[C:23]([CH2:33][CH2:34][C:35]2[CH:40]=[C:39]([O:41][CH3:42])[CH:38]=[C:37]([O:43][CH3:44])[CH:36]=2)[CH:22]=1.N1C=CC=CC=1.C(O)(C(F)(F)F)=O. The catalyst is C(Cl)Cl. The product is [CH3:42][O:41][C:39]1[CH:40]=[C:35]([CH2:34][CH2:33][C:23]2[CH:22]=[C:21]([NH:20][C:15](=[O:17])[C:14]3[CH:13]=[CH:12][C:11]([O:10][CH3:9])=[CH:19][CH:18]=3)[NH:25][N:24]=2)[CH:36]=[C:37]([O:43][CH3:44])[CH:38]=1. The yield is 0.520. (7) The reactants are Cl.C([N:6]1[C:14]2[C:9](=[CH:10][CH:11]=[C:12]([C:15]#[N:16])[CH:13]=2)[C:8]([C:17]([OH:19])=[O:18])=[C:7]1[C:20]([C:23]1[CH:28]=[CH:27][C:26]([CH2:29][CH3:30])=[C:25]([N:31]2[CH2:36][CH2:35][CH:34]([N:37]3[CH2:42][CH2:41][O:40][CH2:39][CH2:38]3)[CH2:33][CH2:32]2)[CH:24]=1)([CH3:22])[CH3:21])(C)(C)C.C[Si](Cl)(C)C.[OH-].[Na+].OP([O-])([O-])=O.[K+].[K+]. The catalyst is CC(C)=O. The product is [C:15]([C:12]1[CH:13]=[C:14]2[C:9]([C:8]([C:17]([OH:19])=[O:18])=[C:7]([C:20]([C:23]3[CH:28]=[CH:27][C:26]([CH2:29][CH3:30])=[C:25]([N:31]4[CH2:32][CH2:33][CH:34]([N:37]5[CH2:38][CH2:39][O:40][CH2:41][CH2:42]5)[CH2:35][CH2:36]4)[CH:24]=3)([CH3:22])[CH3:21])[NH:6]2)=[CH:10][CH:11]=1)#[N:16]. The yield is 0.966.